The task is: Predict the reactants needed to synthesize the given product.. This data is from Full USPTO retrosynthesis dataset with 1.9M reactions from patents (1976-2016). Given the product [Br:24][C:25]1[CH:26]=[N:27][C:28]([N:21]2[CH2:22][CH2:23][CH:18]([N:4]([CH:1]3[CH2:3][CH2:2]3)[C:5](=[O:17])[C:6]3[CH:7]=[CH:8][C:9]([C:12]4[O:16][CH:15]=[N:14][CH:13]=4)=[CH:10][CH:11]=3)[CH2:19][CH2:20]2)=[N:29][CH:30]=1, predict the reactants needed to synthesize it. The reactants are: [CH:1]1([N:4]([CH:18]2[CH2:23][CH2:22][NH:21][CH2:20][CH2:19]2)[C:5](=[O:17])[C:6]2[CH:11]=[CH:10][C:9]([C:12]3[O:16][CH:15]=[N:14][CH:13]=3)=[CH:8][CH:7]=2)[CH2:3][CH2:2]1.[Br:24][C:25]1[CH:26]=[N:27][C:28](F)=[N:29][CH:30]=1.